From a dataset of Catalyst prediction with 721,799 reactions and 888 catalyst types from USPTO. Predict which catalyst facilitates the given reaction. (1) Reactant: Cl.[CH3:2][Si:3]([CH3:24])([CH3:23])[CH2:4][CH2:5][O:6][C:7]([N:9]1[CH2:14][CH:13]=[C:12]([C:15]2[CH:20]=[CH:19][CH:18]=[C:17]([C:21]#[N:22])[CH:16]=2)[CH2:11][CH2:10]1)=[O:8]. Product: [CH3:2][Si:3]([CH3:24])([CH3:23])[CH2:4][CH2:5][O:6][C:7]([N:9]1[CH2:14][CH2:13][CH:12]([C:15]2[CH:20]=[CH:19][CH:18]=[C:17]([CH2:21][NH2:22])[CH:16]=2)[CH2:11][CH2:10]1)=[O:8]. The catalyst class is: 29. (2) Reactant: [NH2:1][CH2:2][CH2:3][C:4]1[CH:9]=[CH:8][C:7]([CH2:10][C@H:11]([O:17][CH2:18][CH3:19])[C:12]([O:14][CH2:15][CH3:16])=[O:13])=[CH:6][CH:5]=1.[C:20](O)(=[O:27])[CH2:21][CH2:22][CH2:23][CH2:24][CH2:25][CH3:26].C(Cl)CCl. Product: [CH2:18]([O:17][C@@H:11]([CH2:10][C:7]1[CH:8]=[CH:9][C:4]([CH2:3][CH2:2][NH:1][C:20](=[O:27])[CH2:21][CH2:22][CH2:23][CH2:24][CH2:25][CH3:26])=[CH:5][CH:6]=1)[C:12]([O:14][CH2:15][CH3:16])=[O:13])[CH3:19]. The catalyst class is: 64. (3) Reactant: N1C=CC=CC=1.Cl[C:8]([O:10][C:11]1[CH:20]=[CH:19][C:14]([C:15]([O:17][CH3:18])=[O:16])=[CH:13][CH:12]=1)=[O:9].[C:21]1([C@H:31]([N:33]([CH2:41][C@@H:42]2[C@@H:46]([C:47]3[CH:52]=[CH:51][CH:50]=[CH:49][CH:48]=3)[CH2:45][NH:44][CH2:43]2)[C:34](=[O:40])[O:35][C:36]([CH3:39])([CH3:38])[CH3:37])[CH3:32])[C:30]2[C:25](=[CH:26][CH:27]=[CH:28][CH:29]=2)[CH:24]=[CH:23][CH:22]=1. Product: [C:36]([O:35][C:34]([N:33]([CH2:41][C@@H:42]1[C@@H:46]([C:47]2[CH:48]=[CH:49][CH:50]=[CH:51][CH:52]=2)[CH2:45][N:44]([C:8]([O:10][C:11]2[CH:20]=[CH:19][C:14]([C:15]([O:17][CH3:18])=[O:16])=[CH:13][CH:12]=2)=[O:9])[CH2:43]1)[C@@H:31]([C:21]1[C:30]2[C:25](=[CH:26][CH:27]=[CH:28][CH:29]=2)[CH:24]=[CH:23][CH:22]=1)[CH3:32])=[O:40])([CH3:37])([CH3:38])[CH3:39]. The catalyst class is: 1. (4) Reactant: [C:1]([C:3]1[CH:4]=[C:5]([CH2:9][C:10]2[N:11]=[C:12]3[S:19][C:18]([CH3:20])=[C:17]([CH:21]4[CH2:23][CH:22]4[C:24](O)=[O:25])[N:13]3[C:14](=[O:16])[CH:15]=2)[CH:6]=[CH:7][CH:8]=1)#[N:2].ClC(OC(C)C)=O.C([N:36](CC)CC)C.N. Product: [C:1]([C:3]1[CH:4]=[C:5]([CH2:9][C:10]2[N:11]=[C:12]3[S:19][C:18]([CH3:20])=[C:17]([CH:21]4[CH2:23][CH:22]4[C:24]([NH2:36])=[O:25])[N:13]3[C:14](=[O:16])[CH:15]=2)[CH:6]=[CH:7][CH:8]=1)#[N:2]. The catalyst class is: 7. (5) Reactant: [C:1]([O:5][C:6]([NH:8][CH2:9][C:10]1[CH:18]=[CH:17][C:13]([C:14]([OH:16])=O)=[C:12]([F:19])[CH:11]=1)=[O:7])([CH3:4])([CH3:3])[CH3:2].[CH3:20][N:21]1[C:30]2[NH:29][C:28]3[CH:31]=[CH:32][CH:33]=[CH:34][C:27]=3[NH:26][CH2:25][C:24]=2[CH:23]=[N:22]1.C1CN([P+](Br)(N2CCCC2)N2CCCC2)CC1.F[P-](F)(F)(F)(F)F.CCN(C(C)C)C(C)C. Product: [C:1]([O:5][C:6](=[O:7])[NH:8][CH2:9][C:10]1[CH:18]=[CH:17][C:13]([C:14]([N:26]2[CH2:25][C:24]3[CH:23]=[N:22][N:21]([CH3:20])[C:30]=3[NH:29][C:28]3[CH:31]=[CH:32][CH:33]=[CH:34][C:27]2=3)=[O:16])=[C:12]([F:19])[CH:11]=1)([CH3:2])([CH3:3])[CH3:4]. The catalyst class is: 4. (6) Reactant: Cl.Cl.[NH2:3][C:4]1[CH:5]=[C:6]([NH:10][C:11](=[O:26])[CH2:12][N:13]2[CH2:18][CH2:17][CH:16]([CH2:19][C:20]3[CH:25]=[CH:24][CH:23]=[CH:22][CH:21]=3)[CH2:15][CH2:14]2)[CH:7]=[CH:8][CH:9]=1.N1C=CC=CC=1.[Cl:33]CCl.[CH3:36][S:37]([Cl:40])(=[O:39])=[O:38]. Product: [ClH:33].[ClH:40].[CH2:19]([CH:16]1[CH2:17][CH2:18][N:13]([CH2:12][C:11]([NH:10][C:6]2[CH:7]=[CH:8][CH:9]=[C:4]([NH:3][S:37]([CH3:36])(=[O:39])=[O:38])[CH:5]=2)=[O:26])[CH2:14][CH2:15]1)[C:20]1[CH:25]=[CH:24][CH:23]=[CH:22][CH:21]=1. The catalyst class is: 662.